Dataset: Forward reaction prediction with 1.9M reactions from USPTO patents (1976-2016). Task: Predict the product of the given reaction. (1) Given the reactants [CH3:1][N:2]([S:31]([C:34]1[CH:39]=[CH:38][CH:37]=[CH:36][N:35]=1)(=[O:33])=[O:32])[C:3]1[CH:4]=[C:5]([O:24][CH2:25][C:26]([O:28]CC)=[O:27])[CH:6]=[C:7]2[C:11]=1[NH:10][C:9]([C:12]1[S:13][CH:14]([CH2:17][N:18]3[CH2:23][CH2:22][S:21][CH2:20][CH2:19]3)[CH2:15][N:16]=1)=[CH:8]2.[OH-].[Na+], predict the reaction product. The product is: [CH3:1][N:2]([S:31]([C:34]1[CH:39]=[CH:38][CH:37]=[CH:36][N:35]=1)(=[O:33])=[O:32])[C:3]1[CH:4]=[C:5]([O:24][CH2:25][C:26]([OH:28])=[O:27])[CH:6]=[C:7]2[C:11]=1[NH:10][C:9]([C:12]1[S:13][CH:14]([CH2:17][N:18]3[CH2:23][CH2:22][S:21][CH2:20][CH2:19]3)[CH2:15][N:16]=1)=[CH:8]2. (2) Given the reactants [Cl:1][C:2]1[C:20]([F:21])=[CH:19][CH:18]=[C:17]([F:22])[C:3]=1[CH2:4][N:5]1[C:10](=[O:11])[CH2:9][NH:8][C:7]2[N:12]=[CH:13][C:14](I)=[CH:15][C:6]1=2.[CH2:23]([O:25][C:26]([C:28]1[CH:33]=[CH:32][C:31](B(O)O)=[CH:30][CH:29]=1)=[O:27])[CH3:24], predict the reaction product. The product is: [CH2:23]([O:25][C:26](=[O:27])[C:28]1[CH:33]=[CH:32][C:31]([C:14]2[CH:13]=[N:12][C:7]3[NH:8][CH2:9][C:10](=[O:11])[N:5]([CH2:4][C:3]4[C:17]([F:22])=[CH:18][CH:19]=[C:20]([F:21])[C:2]=4[Cl:1])[C:6]=3[CH:15]=2)=[CH:30][CH:29]=1)[CH3:24]. (3) Given the reactants [CH2:1]([O:5][C:6]1[C:15]2[C:10](=[CH:11][CH:12]=[C:13]([F:16])[CH:14]=2)[C:9](=[O:17])[N:8]([CH2:18][C:19]([CH3:22])([CH3:21])[CH3:20])[C:7]=1[CH2:23]O)[CH2:2][CH2:3][CH3:4].S(Cl)([Cl:27])=O.C(=O)([O-])O.[Na+], predict the reaction product. The product is: [CH2:1]([O:5][C:6]1[C:15]2[C:10](=[CH:11][CH:12]=[C:13]([F:16])[CH:14]=2)[C:9](=[O:17])[N:8]([CH2:18][C:19]([CH3:22])([CH3:21])[CH3:20])[C:7]=1[CH2:23][Cl:27])[CH2:2][CH2:3][CH3:4]. (4) Given the reactants [NH:1]1[C:9]2[C:4](=[CH:5][CH:6]=[CH:7][CH:8]=2)[CH2:3][C:2]1=[O:10].[CH3:11][C:12]1[CH:16]=[CH:15][S:14][C:13]=1[CH:17]=O, predict the reaction product. The product is: [CH3:11][C:12]1[CH:16]=[CH:15][S:14][C:13]=1[CH:17]=[C:3]1[C:4]2[C:9](=[CH:8][CH:7]=[CH:6][CH:5]=2)[NH:1][C:2]1=[O:10]. (5) The product is: [CH:1]1([NH:7][C:8]2[C:9]([NH2:19])=[CH:10][C:11]([C:14]3[NH:18][N:17]=[N:16][N:15]=3)=[CH:12][CH:13]=2)[CH2:2][CH2:3][CH2:4][CH2:5][CH2:6]1. Given the reactants [CH:1]1([NH:7][C:8]2[CH:13]=[CH:12][C:11]([C:14]3[NH:18][N:17]=[N:16][N:15]=3)=[CH:10][C:9]=2[N+:19]([O-])=O)[CH2:6][CH2:5][CH2:4][CH2:3][CH2:2]1.C(OC(=O)C1C=CC(NC2CCCCC2)=C(N)C=1)C, predict the reaction product. (6) Given the reactants [F:1][C:2]1[CH:11]=[CH:10][C:5]([C:6]([O:8][CH3:9])=[O:7])=[C:4]([O:12][CH2:13][C:14]#[CH:15])[CH:3]=1.C(N(CC)C1C=CC=CC=1)C, predict the reaction product. The product is: [F:1][C:2]1[CH:11]=[CH:10][C:5]([C:6]([O:8][CH3:9])=[O:7])=[C:4]2[C:3]=1[CH:15]=[CH:14][CH2:13][O:12]2. (7) Given the reactants [C:1]([C:4]12[CH2:11][CH2:10][C:7]([NH:12][CH2:13][C:14]([N:16]3[CH2:20][C@@H:19]([F:21])[CH2:18][C@H:17]3[C:22]#[N:23])=[O:15])([CH2:8][CH2:9]1)[CH2:6][CH2:5]2)([OH:3])=O.[Cl:24][C:25]1[CH:31]=[C:30]([CH3:32])[CH:29]=[CH:28][C:26]=1[NH2:27], predict the reaction product. The product is: [Cl:24][C:25]1[CH:31]=[C:30]([CH3:32])[CH:29]=[CH:28][C:26]=1[NH:27][C:1]([C:4]12[CH2:5][CH2:6][C:7]([NH:12][CH2:13][C:14]([N:16]3[CH2:20][C@@H:19]([F:21])[CH2:18][C@H:17]3[C:22]#[N:23])=[O:15])([CH2:8][CH2:9]1)[CH2:10][CH2:11]2)=[O:3]. (8) Given the reactants [CH:1]1([C:4]2[CH:9]=[CH:8][N:7]=[CH:6][C:5]=2[N:10]2[CH2:14][CH2:13][NH:12][C:11]2=[O:15])[CH2:3][CH2:2]1.Br[C:17]1[CH:25]=[CH:24][C:20]2[S:21][CH:22]=[CH:23][C:19]=2[CH:18]=1.CN[C@@H]1CCCC[C@H]1NC.P([O-])([O-])([O-])=O.[K+].[K+].[K+], predict the reaction product. The product is: [S:21]1[CH:22]=[CH:23][C:19]2[CH:18]=[C:17]([N:12]3[CH2:13][CH2:14][N:10]([C:5]4[CH:6]=[N:7][CH:8]=[CH:9][C:4]=4[CH:1]4[CH2:3][CH2:2]4)[C:11]3=[O:15])[CH:25]=[CH:24][C:20]1=2. (9) Given the reactants [CH:1]1([NH:4][C:5]([C:7]2[C:8]3[CH:9]=[C:10]([C:20]4[C:25]([Cl:26])=[CH:24][N:23]=[C:22](Cl)[N:21]=4)[N:11]([CH2:16][O:17][CH2:18][CH3:19])[C:12]=3[CH:13]=[CH:14][CH:15]=2)=[O:6])[CH2:3][CH2:2]1.Cl.[NH2:29][C@@H:30]1[CH2:34][CH2:33][CH2:32][C@H:31]1[OH:35].CCN(C(C)C)C(C)C.O, predict the reaction product. The product is: [Cl:26][C:25]1[C:20]([C:10]2[N:11]([CH2:16][O:17][CH2:18][CH3:19])[C:12]3[CH:13]=[CH:14][CH:15]=[C:7]([C:5]([NH:4][CH:1]4[CH2:3][CH2:2]4)=[O:6])[C:8]=3[CH:9]=2)=[N:21][C:22]([NH:29][C@@H:30]2[CH2:34][CH2:33][CH2:32][C@H:31]2[OH:35])=[N:23][CH:24]=1. (10) Given the reactants [C:1]1([CH3:9])[CH:6]=[CH:5][C:4]([Mg]Br)=[CH:3][CH:2]=1.FC(F)(C(F)(F)F)C(F)(F)C(F)(F)S(O[C:18]1[CH2:24][CH2:23][CH2:22][CH2:21][CH2:20][C:19]=1[C:25]([O:27][CH3:28])=[O:26])(=O)=O.C(OCC)(=O)C.Cl, predict the reaction product. The product is: [CH3:9][C:1]1[CH:6]=[CH:5][C:4]([C:18]2[CH2:24][CH2:23][CH2:22][CH2:21][CH2:20][C:19]=2[C:25]([O:27][CH3:28])=[O:26])=[CH:3][CH:2]=1.